This data is from Retrosynthesis with 50K atom-mapped reactions and 10 reaction types from USPTO. The task is: Predict the reactants needed to synthesize the given product. (1) The reactants are: COc1cc2nccc(Oc3ccc(N)c([N+](=O)[O-])c3)c2cc1OC.Cc1cccc(C(=O)N=C=S)c1. Given the product COc1cc2nccc(Oc3ccc(NC(=S)NC(=O)c4cccc(C)c4)c([N+](=O)[O-])c3)c2cc1OC, predict the reactants needed to synthesize it. (2) The reactants are: O=C(O)C(CN1CCC(c2noc3cc(F)ccc23)CC1)c1ccccc1. Given the product OCC(CN1CCC(c2noc3cc(F)ccc23)CC1)c1ccccc1, predict the reactants needed to synthesize it. (3) Given the product CC1=C(CC(C)C=O)C(C(C)C)CC1, predict the reactants needed to synthesize it. The reactants are: C=C(C)C1CCC(C)=C1CC(C)C=O. (4) The reactants are: Cc1nc(-c2c(F)cc(Cl)cc2-c2ccc3c(c2)CC[C@@H]3NC(=O)C2(N)CC2)no1.O=C(O)c1ccno1. Given the product Cc1nc(-c2c(F)cc(Cl)cc2-c2ccc3c(c2)CC[C@@H]3NC(=O)C2(NC(=O)c3ccno3)CC2)no1, predict the reactants needed to synthesize it. (5) Given the product COC(=O)c1ccc(NC(=O)[C@@H]2N[C@@H](CC(C)(C)C)[C@@]3(C(=O)Nc4cc(Cl)ccc43)[C@H]2c2cccc(Cl)c2F)c(OC)c1, predict the reactants needed to synthesize it. The reactants are: CC(C)(C)CC1NC(C(=O)O)C(c2cccc(Cl)c2F)C12C(=O)Nc1cc(Cl)ccc12.COC(=O)c1ccc(N)c(OC)c1. (6) Given the product CCN(c1nc(F)ccc1NC(C)C)C1CCNCC1, predict the reactants needed to synthesize it. The reactants are: CCN(c1nc(F)ccc1NC(C)C)C1CCN(Cc2ccccc2)CC1. (7) Given the product FC(F)(F)c1cncc(N2CCNCC2)c1, predict the reactants needed to synthesize it. The reactants are: CC(C)(C)OC(=O)N1CCN(c2cncc(C(F)(F)F)c2)CC1. (8) The reactants are: Clc1ccccc1Br.O=Cc1ccc(B(O)O)cc1. Given the product O=Cc1ccc(-c2ccccc2Cl)cc1, predict the reactants needed to synthesize it. (9) Given the product CN(C1CCN(CCCC(F)(F)F)CC1)S(=O)(=O)c1ccc(Nc2nccc(Nc3ccc(F)c(F)c3)n2)cc1, predict the reactants needed to synthesize it. The reactants are: CN(C1CCNCC1)S(=O)(=O)c1ccc(Nc2nccc(Nc3ccc(F)c(F)c3)n2)cc1.O=CCCC(F)(F)F.